Dataset: Full USPTO retrosynthesis dataset with 1.9M reactions from patents (1976-2016). Task: Predict the reactants needed to synthesize the given product. (1) Given the product [Br:1][CH2:11][C:10]([C:5]1[CH:6]=[CH:7][CH:8]=[CH:9][C:4]=1[Br:3])=[O:12], predict the reactants needed to synthesize it. The reactants are: [Br:1]Br.[Br:3][C:4]1[CH:9]=[CH:8][CH:7]=[CH:6][C:5]=1[C:10](=[O:12])[CH3:11]. (2) Given the product [F:1][C:2]1[CH:10]=[CH:9][C:8]([C:11]([F:14])([F:13])[F:12])=[CH:7][C:3]=1[C:4]([NH:22][CH2:21][C:20]([O:19][C:15]([CH3:18])([CH3:17])[CH3:16])=[O:23])=[O:6], predict the reactants needed to synthesize it. The reactants are: [F:1][C:2]1[CH:10]=[CH:9][C:8]([C:11]([F:14])([F:13])[F:12])=[CH:7][C:3]=1[C:4]([OH:6])=O.[C:15]([O:19][C:20](=[O:23])[CH2:21][NH2:22])([CH3:18])([CH3:17])[CH3:16].CN([P+](ON1N=NC2C=CC=CC1=2)(N(C)C)N(C)C)C.F[P-](F)(F)(F)(F)F.CN1CCOCC1.